This data is from Catalyst prediction with 721,799 reactions and 888 catalyst types from USPTO. The task is: Predict which catalyst facilitates the given reaction. (1) Reactant: Cl.[CH2:2]([NH:9][C@H:10]([CH:12]1[CH2:15][CH2:14][CH2:13]1)[CH3:11])[C:3]1[CH:8]=[CH:7][CH:6]=[CH:5][CH:4]=1.CCN(CC)CC.[Br:23][CH2:24][C:25](Br)=[O:26]. Product: [CH2:2]([N:9]([C@H:10]([CH:12]1[CH2:13][CH2:14][CH2:15]1)[CH3:11])[C:25](=[O:26])[CH2:24][Br:23])[C:3]1[CH:8]=[CH:7][CH:6]=[CH:5][CH:4]=1. The catalyst class is: 2. (2) Reactant: [C:1]([C:5]1[S:6][C:7]([C:25]2[CH:30]=[CH:29][N:28]=[C:27]([S:31][CH3:32])[N:26]=2)=[C:8]([C:10]2[C:11]([Cl:24])=[C:12]([NH:17]C(=O)C(C)(C)C)[CH:13]=[C:14]([F:16])[CH:15]=2)[N:9]=1)([CH3:4])([CH3:3])[CH3:2].Cl. Product: [C:1]([C:5]1[S:6][C:7]([C:25]2[CH:30]=[CH:29][N:28]=[C:27]([S:31][CH3:32])[N:26]=2)=[C:8]([C:10]2[C:11]([Cl:24])=[C:12]([CH:13]=[C:14]([F:16])[CH:15]=2)[NH2:17])[N:9]=1)([CH3:4])([CH3:2])[CH3:3]. The catalyst class is: 351. (3) Reactant: [F:1][C:2]([F:21])([F:20])[CH2:3][O:4][C:5]1[CH:13]=[CH:12][C:11]([O:14][CH2:15][C:16]([F:19])([F:18])[F:17])=[CH:10][C:6]=1[C:7]([OH:9])=[O:8].S(Cl)(Cl)=O.[C:26]1(C)C=CC=CC=1. Product: [F:1][C:2]([F:20])([F:21])[CH2:3][O:4][C:5]1[CH:13]=[CH:12][C:11]([O:14][CH2:15][C:16]([F:19])([F:18])[F:17])=[CH:10][C:6]=1[C:7]([O:9][CH3:26])=[O:8]. The catalyst class is: 5.